This data is from Experimentally validated miRNA-target interactions with 360,000+ pairs, plus equal number of negative samples. The task is: Binary Classification. Given a miRNA mature sequence and a target amino acid sequence, predict their likelihood of interaction. (1) The miRNA is hsa-miR-4719 with sequence UCACAAAUCUAUAAUAUGCAGG. The protein sequence of the target gene is MGKVRGLRARVHQAAVRPKGEAAPGPAPPAPEATPPPASAAGKDWAFINTNIFARTKIDPSALVQKLELDVRSVTSVRRGEAGSSARSVPSIRRGAEAKTVLPKKEKMKLRREQWLQKIEAIKLAEQKHREERRRRATVVVGDLHPLRDALPELLGLEAGSRRQARSRESNKPRPSELSRMSAAQRQQLLEEERTRFQELLASPAYRASPLVAIGQTLARQMQLEDGGQL. Result: 0 (no interaction). (2) The miRNA is hsa-miR-4486 with sequence GCUGGGCGAGGCUGGCA. The protein sequence of the target gene is MDTKRCFANRFDDYQGSLLAGQCEEAVAPLVTATIERILQELPPLGGGAEARGATAGASACQGGLYGGVAGVAYMLYHVSQSPLFATARERYLRSAKRLIDACARAEEWGEPDADTRAAFLLGGAGVYAVATLVYHALGRSDYVQPLGKFRALCAVCAPVSFLECGSDELFVGRAGYLCAALVLKQKLAQEVLTPAQIKSICQAILDSGKQYAIKKRKPFPLMYSYYGTEYLGAAHGLSSILQMLLSYHEHLKPSDRELVWQSVDFLMEQEQNCNWPPELGETIERENELVHWCHGAPGI.... Result: 1 (interaction). (3) The miRNA is hsa-miR-338-3p with sequence UCCAGCAUCAGUGAUUUUGUUG. The protein sequence of the target gene is MAAPDLAHGGHVSRDSVCLHEEQTQAAGMVAGWLINCYQDAVTFDDVAVDFTQEEWTLLDPSQRDLYRDVMLENYENLASVEWRLKTKGPALRQDRSWFRASNETQTARSHNGGQLCDRTQCGEAFSEHSGLSTHVRTQNTGDSCVSNHYERDFFIPCQKTLFKIGEQFSVLGQCGKAFSSTPNVVSQQACTRDRSLDYSSCGEVFLNQSYLQARAGSHNGEETWKWKPCGKALTHSMGCATPVEMHAVRNPHVCRECGKAFRYTAYLTGRVQVHPGEKPCELEECGKASPVSSSLTQHV.... Result: 0 (no interaction). (4) The miRNA is hsa-miR-29a-3p with sequence UAGCACCAUCUGAAAUCGGUUA. The protein sequence of the target gene is MAAAVPQRAWTVEQLRSEQLPKKDIIKFLQDHGSDSFLAEHKLLGNIKNVAKTANKDHLVNAYNHLFESKRFKGTETISKVSEQVKNVKLSDDKPKDSKSEETLDEGPPKYTKSILKKGDKTNFPKKGDVVHCWYTGTLPDGTVFDTNIQTSSKKKKNAKPLSFKVGVGKVIRGWDEALLTMSKGEKARLEIEPEWAYGKKGQPDAKIPPNTKLIFEVELVDID. Result: 0 (no interaction). (5) The miRNA is hsa-miR-1249-5p with sequence AGGAGGGAGGAGAUGGGCCAAGUU. The protein sequence of the target gene is MGEDDAALRASGRGLSDPWADSVGVRPRTTERHIAVHKRLVLAFAVSIVALLAVTMLAVLLSLRFDECGASAAMPGTDGGLGGFPERDSNSSFPGSARRNHHAGGESSQRESGEVGTPGTPSAQPPSEEEREQWQPWTQLRLSGHLKPLHYNLMLTAFMENFTFSGEVNVEIACRNATRYVVLHASRVAVEKVQVAEDRAFGAVPVAGFFLYPQTQVLVVVLNRTLDAQRHYNLKIIYNALIENELLGFFRSSYVIHGERRFLGVTQFSPTHARKAFPCFDEPIYKATFKISIKHQATYL.... Result: 0 (no interaction). (6) The protein sequence of the target gene is MAILSLRAPGPWQAMQVWADRTLLTPHTGVTSQVLGVAAAVMTPLPGGHAAGRTREARWDAMEYDEKLARFRQAHLNPFNKQSGPRQHEQGPGEEVPDVTPEEALPELPPGEPEFRCPERVMDLGLSEDHFSRPVGLFLASDVQQLRQAIEECKQVILELPEQSEKQKDAVVRLIHLRLKLQELKDPNEDEPNIRVLLEHRFYKEKSKSVKQTCDKCNTIIWGLIQTWYTCTGCYYRCHSKCLNLISKPCVSSKVSHQAEYELNICPETGLDSQDYRCAECRAPISLRGVPSEARQCDYT.... Result: 0 (no interaction). The miRNA is mmu-miR-297a-5p with sequence AUGUAUGUGUGCAUGUGCAUGU. (7) The miRNA is cel-miR-1829b-5p with sequence AAGCGAUCUUCUAGAUGGUUGUA. The protein sequence of the target gene is MPQYQTWEEFSRAAEKLYLADPMKARVVLKYRHSDGNLCVKVTDDLVCLVYKTDQAQDVKKIEKFHSQLMRLMVAKEARNVTMETE. Result: 0 (no interaction).